Dataset: NCI-60 drug combinations with 297,098 pairs across 59 cell lines. Task: Regression. Given two drug SMILES strings and cell line genomic features, predict the synergy score measuring deviation from expected non-interaction effect. (1) Drug 1: C1=CC(=CC=C1CCCC(=O)O)N(CCCl)CCCl. Drug 2: C1=CC(=CC=C1C#N)C(C2=CC=C(C=C2)C#N)N3C=NC=N3. Cell line: OVCAR-5. Synergy scores: CSS=4.30, Synergy_ZIP=-5.62, Synergy_Bliss=-3.99, Synergy_Loewe=-5.44, Synergy_HSA=-4.34. (2) Drug 1: CNC(=O)C1=CC=CC=C1SC2=CC3=C(C=C2)C(=NN3)C=CC4=CC=CC=N4. Synergy scores: CSS=52.5, Synergy_ZIP=-0.292, Synergy_Bliss=1.75, Synergy_Loewe=-8.52, Synergy_HSA=4.31. Drug 2: C1=CN(C(=O)N=C1N)C2C(C(C(O2)CO)O)O.Cl. Cell line: HCT116. (3) Drug 1: CC1C(C(CC(O1)OC2CC(CC3=C2C(=C4C(=C3O)C(=O)C5=C(C4=O)C(=CC=C5)OC)O)(C(=O)C)O)N)O.Cl. Drug 2: C(=O)(N)NO. Cell line: MALME-3M. Synergy scores: CSS=30.9, Synergy_ZIP=-5.25, Synergy_Bliss=5.65, Synergy_Loewe=-9.86, Synergy_HSA=3.56. (4) Drug 1: C1=C(C(=O)NC(=O)N1)N(CCCl)CCCl. Drug 2: CC1CCC2CC(C(=CC=CC=CC(CC(C(=O)C(C(C(=CC(C(=O)CC(OC(=O)C3CCCCN3C(=O)C(=O)C1(O2)O)C(C)CC4CCC(C(C4)OC)OCCO)C)C)O)OC)C)C)C)OC. Cell line: NCI-H226. Synergy scores: CSS=28.9, Synergy_ZIP=5.33, Synergy_Bliss=8.71, Synergy_Loewe=11.0, Synergy_HSA=12.2. (5) Drug 1: CC=C1C(=O)NC(C(=O)OC2CC(=O)NC(C(=O)NC(CSSCCC=C2)C(=O)N1)C(C)C)C(C)C. Drug 2: COCCOC1=C(C=C2C(=C1)C(=NC=N2)NC3=CC=CC(=C3)C#C)OCCOC.Cl. Cell line: MALME-3M. Synergy scores: CSS=67.4, Synergy_ZIP=12.7, Synergy_Bliss=9.81, Synergy_Loewe=-41.8, Synergy_HSA=10.2.